Dataset: Forward reaction prediction with 1.9M reactions from USPTO patents (1976-2016). Task: Predict the product of the given reaction. Given the reactants N[CH:2]([C:6]([CH3:9])([CH3:8])[CH3:7])[C:3](O)=[O:4].[CH:10]1([NH:17][C:18]([NH2:20])=[S:19])[CH2:16][CH2:15][CH2:14][CH2:13][CH2:12][CH2:11]1, predict the reaction product. The product is: [C:6]([CH:2]1[S:19][C:18]([NH:17][CH:10]2[CH2:11][CH2:12][CH2:13][CH2:14][CH2:15][CH2:16]2)=[N:20][C:3]1=[O:4])([CH3:9])([CH3:8])[CH3:7].